This data is from Full USPTO retrosynthesis dataset with 1.9M reactions from patents (1976-2016). The task is: Predict the reactants needed to synthesize the given product. (1) Given the product [CH3:3][N:4]([C:30]1[N:31]=[CH:32][CH:33]=[CH:34][N:35]=1)[CH2:5][CH2:6][O:7][C:8]1[CH:9]=[CH:10][C:11]([CH2:12][O:13]/[N:14]=[C:15](/[C:22]2[CH:23]=[CH:24][CH:25]=[CH:26][CH:27]=2)\[CH2:16][CH2:17][C:18]([OH:20])=[O:19])=[CH:28][CH:29]=1, predict the reactants needed to synthesize it. The reactants are: [OH-].[Na+].[CH3:3][N:4]([C:30]1[N:35]=[CH:34][CH:33]=[CH:32][N:31]=1)[CH2:5][CH2:6][O:7][C:8]1[CH:29]=[CH:28][C:11]([CH2:12][O:13]/[N:14]=[C:15](/[C:22]2[CH:27]=[CH:26][CH:25]=[CH:24][CH:23]=2)\[CH2:16][CH2:17][C:18]([O:20]C)=[O:19])=[CH:10][CH:9]=1.CO.Cl. (2) Given the product [CH3:9][O:8][C:6](=[O:7])[C:5]1[CH:10]=[CH:11][C:2]([NH:34][CH2:33][CH2:32][S:31][C:12]([C:19]2[CH:24]=[CH:23][CH:22]=[CH:21][CH:20]=2)([C:13]2[CH:14]=[CH:15][CH:16]=[CH:17][CH:18]=2)[C:25]2[CH:30]=[CH:29][CH:28]=[CH:27][CH:26]=2)=[N:3][CH:4]=1, predict the reactants needed to synthesize it. The reactants are: Cl[C:2]1[CH:11]=[CH:10][C:5]([C:6]([O:8][CH3:9])=[O:7])=[CH:4][N:3]=1.[C:12]([S:31][CH2:32][CH2:33][NH2:34])([C:25]1[CH:30]=[CH:29][CH:28]=[CH:27][CH:26]=1)([C:19]1[CH:24]=[CH:23][CH:22]=[CH:21][CH:20]=1)[C:13]1[CH:18]=[CH:17][CH:16]=[CH:15][CH:14]=1.C(=O)([O-])[O-].[Cs+].[Cs+].ClCCl. (3) The reactants are: Cl.[CH2:2]([O:4][C:5]1[CH:17]=[CH:16][CH:15]=[CH:14][C:6]=1[O:7][CH:8]1[CH2:13][CH2:12][CH2:11][NH:10][CH2:9]1)[CH3:3].[C:18]([OH:27])(=[O:26])[C@H:19]([C@@H:21]([C:23]([OH:25])=[O:24])[OH:22])[OH:20]. Given the product [C:23]([C@H:21]([C@@H:19]([C:18]([OH:27])=[O:26])[OH:20])[OH:22])([OH:25])=[O:24].[CH2:2]([O:4][C:5]1[CH:17]=[CH:16][CH:15]=[CH:14][C:6]=1[O:7][C@@H:8]1[CH2:13][CH2:12][CH2:11][NH:10][CH2:9]1)[CH3:3], predict the reactants needed to synthesize it.